This data is from NCI-60 drug combinations with 297,098 pairs across 59 cell lines. The task is: Regression. Given two drug SMILES strings and cell line genomic features, predict the synergy score measuring deviation from expected non-interaction effect. (1) Drug 1: CS(=O)(=O)C1=CC(=C(C=C1)C(=O)NC2=CC(=C(C=C2)Cl)C3=CC=CC=N3)Cl. Drug 2: CN(CC1=CN=C2C(=N1)C(=NC(=N2)N)N)C3=CC=C(C=C3)C(=O)NC(CCC(=O)O)C(=O)O. Cell line: HCT-15. Synergy scores: CSS=42.1, Synergy_ZIP=2.74, Synergy_Bliss=-2.91, Synergy_Loewe=-26.3, Synergy_HSA=-2.72. (2) Drug 1: C1CCC(C1)C(CC#N)N2C=C(C=N2)C3=C4C=CNC4=NC=N3. Drug 2: CCC(=C(C1=CC=CC=C1)C2=CC=C(C=C2)OCCN(C)C)C3=CC=CC=C3.C(C(=O)O)C(CC(=O)O)(C(=O)O)O. Cell line: LOX IMVI. Synergy scores: CSS=11.4, Synergy_ZIP=5.12, Synergy_Bliss=4.68, Synergy_Loewe=8.17, Synergy_HSA=8.78. (3) Drug 1: CC12CCC3C(C1CCC2O)C(CC4=C3C=CC(=C4)O)CCCCCCCCCS(=O)CCCC(C(F)(F)F)(F)F. Drug 2: CC(C)NC(=O)C1=CC=C(C=C1)CNNC.Cl. Cell line: SF-295. Synergy scores: CSS=-2.27, Synergy_ZIP=1.32, Synergy_Bliss=-2.22, Synergy_Loewe=-2.97, Synergy_HSA=-4.06.